This data is from Forward reaction prediction with 1.9M reactions from USPTO patents (1976-2016). The task is: Predict the product of the given reaction. (1) Given the reactants [N+:1]([C:4]1[CH:26]=[CH:25][C:7]([O:8][C:9]2[CH:10]=[CH:11][C:12]([B:17]3[O:21]C(C)(C)C(C)[O:18]3)=[C:13]([CH:16]=2)[CH:14]=O)=[CH:6][CH:5]=1)([O-:3])=[O:2].[BH4-].[Na+].Cl.C([O-])(O)=O.[Na+], predict the reaction product. The product is: [N+:1]([C:4]1[CH:26]=[CH:25][C:7]([O:8][C:9]2[CH:10]=[CH:11][C:12]3[B:17]([OH:18])[O:21][CH2:14][C:13]=3[CH:16]=2)=[CH:6][CH:5]=1)([O-:3])=[O:2]. (2) Given the reactants CC1(C)C(C)(C)OB([C:9]2[CH:18]=[C:17]3[C:12]([CH:13]=[N:14][CH:15]=[N:16]3)=[CH:11][CH:10]=2)O1.Br[C:21]1[CH:26]=[CH:25][C:24]([S:27]([N:30]2[CH2:44][CH2:43][C:33]3([O:38][CH2:37][C:36](=[O:39])[N:35]([CH:40]4[CH2:42][CH2:41]4)[CH2:34]3)[CH2:32][CH2:31]2)(=[O:29])=[O:28])=[CH:23][CH:22]=1, predict the reaction product. The product is: [CH:40]1([N:35]2[CH2:34][C:33]3([CH2:43][CH2:44][N:30]([S:27]([C:24]4[CH:23]=[CH:22][C:21]([C:9]5[CH:18]=[C:17]6[C:12]([CH:13]=[N:14][CH:15]=[N:16]6)=[CH:11][CH:10]=5)=[CH:26][CH:25]=4)(=[O:28])=[O:29])[CH2:31][CH2:32]3)[O:38][CH2:37][C:36]2=[O:39])[CH2:41][CH2:42]1. (3) Given the reactants [NH:1]1[CH2:6][CH2:5][CH:4]([CH2:7][NH:8][C:9](=[O:15])[O:10][C:11]([CH3:14])([CH3:13])[CH3:12])[CH2:3][CH2:2]1.CCN(CC)CC.[CH3:23][S:24](Cl)(=[O:26])=[O:25].CO, predict the reaction product. The product is: [CH3:23][S:24]([N:1]1[CH2:6][CH2:5][CH:4]([CH2:7][NH:8][C:9](=[O:15])[O:10][C:11]([CH3:12])([CH3:14])[CH3:13])[CH2:3][CH2:2]1)(=[O:26])=[O:25].